From a dataset of NCI-60 drug combinations with 297,098 pairs across 59 cell lines. Regression. Given two drug SMILES strings and cell line genomic features, predict the synergy score measuring deviation from expected non-interaction effect. (1) Drug 1: C1CCC(CC1)NC(=O)N(CCCl)N=O. Drug 2: C1=NC2=C(N=C(N=C2N1C3C(C(C(O3)CO)O)F)Cl)N. Cell line: A549. Synergy scores: CSS=22.0, Synergy_ZIP=-4.38, Synergy_Bliss=-1.70, Synergy_Loewe=-24.9, Synergy_HSA=-1.50. (2) Drug 1: CC1=C(C=C(C=C1)C(=O)NC2=CC(=CC(=C2)C(F)(F)F)N3C=C(N=C3)C)NC4=NC=CC(=N4)C5=CN=CC=C5. Drug 2: CS(=O)(=O)CCNCC1=CC=C(O1)C2=CC3=C(C=C2)N=CN=C3NC4=CC(=C(C=C4)OCC5=CC(=CC=C5)F)Cl. Cell line: SF-268. Synergy scores: CSS=-15.7, Synergy_ZIP=10.0, Synergy_Bliss=6.05, Synergy_Loewe=-10.6, Synergy_HSA=-10.8. (3) Drug 1: CC(C1=C(C=CC(=C1Cl)F)Cl)OC2=C(N=CC(=C2)C3=CN(N=C3)C4CCNCC4)N. Drug 2: B(C(CC(C)C)NC(=O)C(CC1=CC=CC=C1)NC(=O)C2=NC=CN=C2)(O)O. Cell line: SF-539. Synergy scores: CSS=-1.86, Synergy_ZIP=-0.739, Synergy_Bliss=-4.31, Synergy_Loewe=-3.64, Synergy_HSA=-4.28. (4) Drug 1: CNC(=O)C1=CC=CC=C1SC2=CC3=C(C=C2)C(=NN3)C=CC4=CC=CC=N4. Drug 2: CC1=C2C(C(=O)C3(C(CC4C(C3C(C(C2(C)C)(CC1OC(=O)C(C(C5=CC=CC=C5)NC(=O)OC(C)(C)C)O)O)OC(=O)C6=CC=CC=C6)(CO4)OC(=O)C)O)C)O. Cell line: HOP-92. Synergy scores: CSS=23.3, Synergy_ZIP=-5.31, Synergy_Bliss=-4.64, Synergy_Loewe=-49.0, Synergy_HSA=-5.08.